Dataset: Reaction yield outcomes from USPTO patents with 853,638 reactions. Task: Predict the reaction yield, written as a fraction of the theoretical maximum amount of product (1.0 means a 100% yield; for example, 0.34 means a 34% yield). (1) The reactants are [Cl:1][C:2]1[C:7]([O:8][CH3:9])=[CH:6][C:5]([O:10][CH3:11])=[C:4]([Cl:12])[C:3]=1[C:13]1[C:24](=[O:25])[N:23]([CH2:26][CH2:27][N:28]([CH3:40])[CH:29]2[CH2:32][N:31](C(OC(C)(C)C)=O)[CH2:30]2)[C:16]2[N:17]=[C:18]([NH:21][CH3:22])[N:19]=[CH:20][C:15]=2[CH:14]=1.C(O)(C(F)(F)F)=O.C([O-])(O)=O.[Na+]. The catalyst is C(Cl)Cl. The product is [NH:31]1[CH2:30][CH:29]([N:28]([CH3:40])[CH2:27][CH2:26][N:23]2[C:16]3[N:17]=[C:18]([NH:21][CH3:22])[N:19]=[CH:20][C:15]=3[CH:14]=[C:13]([C:3]3[C:4]([Cl:12])=[C:5]([O:10][CH3:11])[CH:6]=[C:7]([O:8][CH3:9])[C:2]=3[Cl:1])[C:24]2=[O:25])[CH2:32]1. The yield is 0.800. (2) The reactants are Cl[C:2]1[N:7]=[C:6]([N:8]2[CH2:13][CH2:12][O:11][CH2:10][CH2:9]2)[N:5]=[C:4]([C:14]2[CH:19]=[CH:18][C:17]([NH:20][C:21]([NH:23][CH3:24])=[O:22])=[CH:16][CH:15]=2)[N:3]=1.CC1(C)C(C)(C)OB([C:33]2[CH:39]=[CH:38][C:36]([NH2:37])=[CH:35][CH:34]=2)O1. No catalyst specified. The product is [NH2:37][C:36]1[CH:38]=[CH:39][C:33]([C:2]2[N:7]=[C:6]([N:8]3[CH2:13][CH2:12][O:11][CH2:10][CH2:9]3)[N:5]=[C:4]([C:14]3[CH:19]=[CH:18][C:17]([NH:20][C:21]([NH:23][CH3:24])=[O:22])=[CH:16][CH:15]=3)[N:3]=2)=[CH:34][CH:35]=1. The yield is 0.450.